Dataset: Catalyst prediction with 721,799 reactions and 888 catalyst types from USPTO. Task: Predict which catalyst facilitates the given reaction. (1) Reactant: [OH:1][C:2]1[C:7]([C:8]([O:10][CH2:11][CH3:12])=[O:9])=[CH:6][N:5]=[C:4]2[S:13][CH:14]=[C:15]([CH3:16])[C:3]=12.[Cl-].[CH2:18]=[N+:19]1[CH2:24][CH2:23][O:22][CH2:21][CH2:20]1.O.C(=O)(O)[O-].[Na+]. Product: [OH:1][C:2]1[C:7]([C:8]([O:10][CH2:11][CH3:12])=[O:9])=[CH:6][N:5]=[C:4]2[S:13][C:14]([CH2:18][N:19]3[CH2:24][CH2:23][O:22][CH2:21][CH2:20]3)=[C:15]([CH3:16])[C:3]=12. The catalyst class is: 10. (2) Reactant: [OH-].[Na+].C(#N)C.[CH3:6][CH2:7][C@@H:8]([C:10]([O:12][C@@H:13]1[C@@H:18]2[C@@H:19]([CH2:24][CH2:25][C@@H:26]([OH:34])[CH2:27][C@@H:28]([OH:33])[CH2:29][C:30]([O-:32])=[O:31])[C@@H:20]([CH3:23])[CH:21]=[CH:22][C:17]2=[CH:16][C@@H:15]([OH:35])[CH2:14]1)=[O:11])[CH3:9].[Na+]. Product: [CH3:6][CH2:7][C@@H:8]([C:10]([O:12][C@@H:13]1[C@@H:18]2[C@@H:19]([CH2:24][CH2:25][C@@H:26]([OH:34])[CH2:27][C@@H:28]([OH:33])[CH2:29][C:30]([OH:32])=[O:31])[C@@H:20]([CH3:23])[CH:21]=[CH:22][C:17]2=[CH:16][C@@H:15]([OH:35])[CH2:14]1)=[O:11])[CH3:9]. The catalyst class is: 6. (3) Reactant: [S:1]1[CH:5]=[CH:4][CH:3]=[C:2]1[CH2:6]C(Cl)=O.[NH2:10][C@@H:11]1[CH2:16][CH2:15][CH2:14][N:13](C(OC(C)(C)C)=O)[CH2:12]1.CCN(C(C)C)C(C)C.C(O)C(N)(CO)C[OH:36]. Product: [NH:13]1[CH2:14][CH2:15][CH2:16][C@@H:11]([NH:10][C:6]([C:2]2[S:1][CH:5]=[CH:4][CH:3]=2)=[O:36])[CH2:12]1. The catalyst class is: 4. (4) Reactant: [N:1]1[C:10]2[C:5](=[CH:6][C:7]([CH2:11][CH2:12][CH:13]=[O:14])=[CH:8][CH:9]=2)[N:4]=[CH:3][CH:2]=1.N1CCC[C@@H]1C(O)=O.[Cl:23]N1C(=O)CCC1=O. Product: [Cl:23][CH:12]([CH2:11][C:7]1[CH:6]=[C:5]2[C:10](=[CH:9][CH:8]=1)[N:1]=[CH:2][CH:3]=[N:4]2)[CH:13]=[O:14]. The catalyst class is: 373.